This data is from Forward reaction prediction with 1.9M reactions from USPTO patents (1976-2016). The task is: Predict the product of the given reaction. (1) The product is: [CH2:15]([CH:17]([N:20]([CH2:34][CH:35]([CH3:39])[CH3:36])[CH2:21][CH2:22][NH:23][C:24](=[O:33])[O:25][CH2:26][C:27]1[CH:32]=[CH:31][CH:30]=[CH:29][CH:28]=1)[CH2:18][CH3:19])[CH3:16]. Given the reactants C(O[BH-](OC(=O)C)OC(=O)C)(=O)C.[Na+].[CH2:15]([CH:17]([NH:20][CH2:21][CH2:22][NH:23][C:24](=[O:33])[O:25][CH2:26][C:27]1[CH:32]=[CH:31][CH:30]=[CH:29][CH:28]=1)[CH2:18][CH3:19])[CH3:16].[CH3:34][CH:35]([CH3:39])[CH2:36]C=O.C(O)(=O)C, predict the reaction product. (2) Given the reactants [CH3:1][C:2]1[CH2:6][C:5]([CH3:7])=[C:4]([CH3:8])[C:3]=1[CH3:9].Cl[Si:11](CCCC)(C)[C:12]1[CH:17]=[CH:16][CH:15]=[CH:14][CH:13]=1.C(=O)([O-])O.[Na+].[C:28](=O)([O-])[O-].[Na+].[Na+].O1[CH2:38][CH2:37][CH2:36][CH2:35]1, predict the reaction product. The product is: [CH2:35]([CH2:9][C:3]1[C:2]([SiH2:11][C:12]2[CH:17]=[CH:16][CH:15]=[CH:14][CH:13]=2)([CH3:1])[C:6]([CH3:28])=[C:5]([CH3:7])[C:4]=1[CH3:8])[CH2:36][CH2:37][CH3:38]. (3) The product is: [CH:1]1([C:6]2[CH:33]=[CH:32][C:9]([CH2:10][O:11][C:12]3[CH:20]=[CH:19][C:18]4[N:17]5[CH2:21][CH2:22][CH:23]([CH2:24][C:25]([OH:27])=[O:26])[C:16]5=[CH:15][C:14]=4[CH:13]=3)=[CH:8][C:7]=2[C:34]([F:37])([F:35])[F:36])[CH2:5][CH2:4][CH2:3][CH2:2]1. Given the reactants [CH:1]1([C:6]2[CH:33]=[CH:32][C:9]([CH2:10][O:11][C:12]3[CH:20]=[CH:19][C:18]4[N:17]5[CH2:21][CH2:22][CH:23]([CH2:24][C:25]([O:27]C(C)(C)C)=[O:26])[C:16]5=[CH:15][C:14]=4[CH:13]=3)=[CH:8][C:7]=2[C:34]([F:37])([F:36])[F:35])[CH2:5][CH2:4][CH2:3][CH2:2]1.NC(CS)C(O)=O, predict the reaction product. (4) Given the reactants Cl.[NH2:2][C@@H:3]1[CH2:7][CH2:6][C@@:5]([C:11]([N:13]2[CH2:18][CH2:17][C:16]([C:20]3[CH:25]=[CH:24][CH:23]=[CH:22][C:21]=3[C:26]([F:29])([F:28])[F:27])([OH:19])[CH2:15][CH2:14]2)=[O:12])([CH:8]([CH3:10])[CH3:9])[CH2:4]1.[CH3:30][O:31][CH:32]1[C:37](=O)[CH2:36][CH2:35][O:34][CH2:33]1.C([N:41](CC)CC)C.[C:46](O[BH-](OC(=O)C)OC(=O)C)(=[O:48])C.[Na+].C([O-])(O)=O.[Na+], predict the reaction product. The product is: [NH4+:2].[OH-:12].[NH4+:41].[OH-:31].[CH3:46][OH:48].[CH:8]([C@:5]1([C:11]([N:13]2[CH2:18][CH2:17][C:16]([C:20]3[CH:25]=[CH:24][CH:23]=[CH:22][C:21]=3[C:26]([F:29])([F:27])[F:28])([OH:19])[CH2:15][CH2:14]2)=[O:12])[CH2:6][CH2:7][C@@H:3]([NH:2][CH:37]2[CH2:36][CH2:35][O:34][CH2:33][CH:32]2[O:31][CH3:30])[CH2:4]1)([CH3:10])[CH3:9]. (5) Given the reactants [CH2:1]([O:8][C:9]([N:11]([CH2:18][C:19]1[CH:51]=[CH:50][C:22]2[N:23]([CH2:37][CH:38]3[CH2:42][CH2:41][CH2:40][N:39]3C(OC(C)(C)C)=O)[C:24]([NH:26][C:27]([C:29]3[S:30][C:31]([CH:34]([F:36])[F:35])=[CH:32][CH:33]=3)=[O:28])=[N:25][C:21]=2[CH:20]=1)[C@H:12]([C:14]([CH3:17])([CH3:16])[CH3:15])[CH3:13])=[O:10])[C:2]1[CH:7]=[CH:6][CH:5]=[CH:4][CH:3]=1.C(O)(C(F)(F)F)=O, predict the reaction product. The product is: [CH2:1]([O:8][C:9](=[O:10])[N:11]([CH2:18][C:19]1[CH:51]=[CH:50][C:22]2[N:23]([CH2:37][CH:38]3[CH2:42][CH2:41][CH2:40][NH:39]3)[C:24]([NH:26][C:27]([C:29]3[S:30][C:31]([CH:34]([F:35])[F:36])=[CH:32][CH:33]=3)=[O:28])=[N:25][C:21]=2[CH:20]=1)[C@H:12]([C:14]([CH3:16])([CH3:17])[CH3:15])[CH3:13])[C:2]1[CH:3]=[CH:4][CH:5]=[CH:6][CH:7]=1.